Dataset: Drug-target binding data from BindingDB using IC50 measurements. Task: Regression. Given a target protein amino acid sequence and a drug SMILES string, predict the binding affinity score between them. We predict pIC50 (pIC50 = -log10(IC50 in M); higher means more potent). Dataset: bindingdb_ic50. (1) The small molecule is [C-]#[N+]c1c(F)ccc([C@@H]2CN3CCN(C(=O)C4CCc5cc(-n6cnnn6)cnc54)C[C@H]3CN2)c1C. The target protein (P35560) has sequence MGASERSVFRVLIRALTERMFKHLRRWFITHIFGRSRQRARLVSKEGRCNIEFGNVDAQSRFIFFVDIWTTVLDLKWRYKMTVFITAFLGSWFLFGLLWYVVAYVHKDLPEFYPPDNRTPCVENINGMTSAFLFSLETQVTIGYGFRFVTEQCATAIFLLIFQSILGVIINSFMCGAILAKISRPKKRAKTITFSKNAVISKRGGKLCLLIRVANLRKSLLIGSHIYGKLLKTTITPEGETIILDQTNINFVVDAGNENLFFISPLTIYHIIDHNSPFFHMAAETLSQQDFELVVFLDGTVESTSATCQVRTSYVPEEVLWGYRFVPIVSKTKEGKYRVDFHNFGKTVEVETPHCAMCLYNEKDARARMKRGYDNPNFVLSEVDETDDTQM. The pIC50 is 6.1. (2) The compound is O=C(CCCc1ccccc1)N1CCC[C@H]1CN1CCCC1. The target protein (Q9XTA2) has sequence MLSFQYPDVYRDETAVQDYHGHKICDPYAWLEDPDSEQTKAFVEAQNKITVPFLEQCPIRGLYKERMTELYDYPKYSCNFKKGKRYFYFYNTGLQNQRVLYVQDSLEGEARVCLDPNTLSDDGTVALRGYAFSEDGEYVAYGLSASGSDWVTIKFMKVDGAKELADVLERVKFSCMAWTHDGKGMFYNAYPQQDGKSDGTETSTNLHQKLCYHVLGTDQSEDILCAEFPDEPKWMGGAELSDDGRYVLLSIREGCDPVNRLWYCDLHQEPNGITGILKWVKLIDNFEGEYDYVTNEGTVFTFKTNRHSPNYRLINIDFTDPEESRWKVLVPEHEKDVLEWVACVRSNFLVLCYLHDVKNTLQLHDMATGALLKTFPLEVGSVVGYSGQKKDTEIFYQFTSFLSPGIIYHCDLTKEELEPRVFREVTVKGIDASDYQTVQIFYPSKDGTKIPMFIVHKKGIKLDGSHPAFLYGYGGFNISITPNYSVCRLIFVRHMGGVLA.... The pIC50 is 3.0. (3) The target protein (Q09429) has sequence MPLAFCGTENHSAAYRVDQGVLNNGCFVDALNVVPHVFLLFITFPILFIGWGSQSSKVHIHHSTWLHFPGHNLRWILTFILLFVLVCEIAEGILSDGVTESRHLHLYMPAGMAFMAAITSVVYYHNIETSNFPKLLIALLIYWTLAFITKTIKFVKFYDHAIGFSQLRFCLTGLLVILYGMLLLVEVNVIRVRRYVFFKTPREVKPPEDLQDLGVRFLQPFVNLLSKGTYWWMNAFIKTAHKKPIDLRAIGKLPIAMRALTNYQRLCLAFDAQARKDTQSQQGARAIWRALCHAFGRRLVLSSTFRILADLLGFAGPLCIFGIVDHLGKENHVFQPKTQFLGVYFVSSQEFLGNAYVLAVLLFLALLLQRTFLQASYYVAIETGINLRGAIQTKIYNKIMHLSTSNLSMGEMTAGQICNLVAIDTNQLMWFFFLCPNLWAMPVQIIVGVILLYYILGVSALIGAAVIILLAPVQYFVATKLSQAQRSTLEYSNERLKQTN.... The drug is COc1cc2c(cc1Cl)N=C(N[C@H](C)CO)NS2(=O)=O. The pIC50 is 5.5. (4) The compound is CC[C@H](C)[C@H](NC(=O)[C@@H](NC(=O)[C@@H](NC(C)=O)[C@@H](C)O)[C@@H](C)O)C(=O)NCC(=O)N[C@@H](CCSC)C(=O)N[C@@H](CCCCN)C(=O)N[C@H](C(=O)N[C@@H](CC(C)C)C(=O)N[C@@H](CCCCN)C(=O)N[C@@H](C)C(=O)N[C@@H](C)C(=O)N[C@@H](Cc1ccccc1)C(=O)N[C@@H](CCCCN)C(=O)N[C@H](C(=O)N[C@@H](CC(C)C)C(N)=O)[C@@H](C)O)[C@@H](C)O. The target protein (Q9NYB0) has sequence MAEAMDLGKDPNGPTHSSTLFVRDDGSSMSFYVRPSPAKRRLSTLILHGGGTVCRVQEPGAVLLAQPGEALAEASGDFISTQYILDCVERNERLELEAYRLGPASAADTGSEAKPGALAEGAAEPEPQRHAGRIAFTDADDVAILTYVKENARSPSSVTGNALWKAMEKSSLTQHSWQSLKDRYLKHLRGQEHKYLLGDAPVSPSSQKLKRKAEEDPEAADSGEPQNKRTPDLPEEEYVKEEIQENEEAVKKMLVEATREFEEVVVDESPPDFEIHITMCDDDPPTPEEDSETQPDEEEEEEEEKVSQPEVGAAIKIIRQLMEKFNLDLSTVTQAFLKNSGELEATSAFLASGQRADGYPIWSRQDDIDLQKDDEDTREALVKKFGAQNVARRIEFRKK. The pIC50 is 4.6. (5) The pIC50 is 9.1. The compound is COc1cc(-c2cc(NC(=O)c3cccc(C(F)(F)F)c3)ccc2C)nc(N2CCOCC2)c1. The target protein sequence is MEHIQGAWKTISNGFGFKDAVFDGSSCISPTIVQQFGYQRRASDDGKLTDPSKTSNTIRVFLPNKQRTVVNVRNGMSLHDCLMKALKVRGLQPECCAVFRLLHEHKGKKARLDWNTDAASLIGEELQVDFLDHVPLTTHNFARKTFLKLAFCDICQKFLLNGFRCQTCGYKFHEHCSTKVPTMCVDWSNIRQLLLFPNSTIGDSGVPALPSLTMRRMRESVSRMPVSSQHRYSTPHAFTFNTSSPSSEGSLSQRQRSTSTPNVHMVSTTLPVDSRMIEDAIRSHSESASPSALSSSPNNLSPTGWSQPKTPVPAQRERAPVSGTQEKNKIRPRGQRDSSYYWEIEASEVMLSTRIGSGSFGTVYKGKWHGDVAVKILKVVDPTP. (6) The small molecule is C=C[C@H]1CN2CC[C@H]1C[C@H]2[C@H](O)c1ccnc2ccc(OC)cc12. The target protein sequence is MRMPTGSELWPIAIFTIIFLLLVDLMHRRQRWTSRYPPGPVPWPVLGNLLQIDFQNMPAGFQKLRCRFGDLFSLQLAFESVVVLNGLPALREALVKYSEDTADRPPLHFNDQSGFGPRSQGVVLARYGPAWRQQRRFSVSTFRHFGLGKKSLEQWVTEEARCLCAAFADHSGFPFSPNTLLDKAVCNVIASLLFACRFEYNDPRFIRLLDLLKDTLEEESGFLPMLLNVFPMLLHIPGLLGKVFSGKKAFVAMLDELLTEHKVTWDPAQPPRDLTDAFLAEVEKAKGNPESSFNDENLRVVVADLFMAGMVTTSTTLTWALLFMILHPDVQCRVQQEIDEVIGQVRRPEMADQARMPFTNAVIHEVQRFADILPLGVPHKTSRDIEVQGFLIPKGTTLITNLSSVLKDETVWEKPLRFHPEHFLDAQGNFVKHEAFMPFSAGRRACLGEPLARMELFLFFTCLLQRFSFSVPTGQPRPSDYGIFGALTTPRPYQLCASPR.... The pIC50 is 5.8. (7) The compound is CN(C)CCN(C)Cc1ccc(-n2cc3cccc(C(N)=O)c3n2)cc1. The pIC50 is 8.2. The target protein (P09874) has sequence MAESSDKLYRVEYAKSGRASCKKCSESIPKDSLRMAIMVQSPMFDGKVPHWYHFSCFWKVGHSIRHPDVEVDGFSELRWDDQQKVKKTAEAGGVTGKGQDGIGSKAEKTLGDFAAEYAKSNRSTCKGCMEKIEKGQVRLSKKMVDPEKPQLGMIDRWYHPGCFVKNREELGFRPEYSASQLKGFSLLATEDKEALKKQLPGVKSEGKRKGDEVDGVDEVAKKKSKKEKDKDSKLEKALKAQNDLIWNIKDELKKVCSTNDLKELLIFNKQQVPSGESAILDRVADGMVFGALLPCEECSGQLVFKSDAYYCTGDVTAWTKCMVKTQTPNRKEWVTPKEFREISYLKKLKVKKQDRIFPPETSASVAATPPPSTASAPAAVNSSASADKPLSNMKILTLGKLSRNKDEVKAMIEKLGGKLTGTANKASLCISTKKEVEKMNKKMEEVKEANIRVVSEDFLQDVSASTKSLQELFLAHILSPWGAEVKAEPVEVVAPRGKSG.... (8) The drug is CC(C)(C)S(=O)(=O)Cc1nc(-c2cccc(F)c2)cs1. The target protein (Q9GT49) has sequence MPTLQSLAVPFGCVQGYAPGGIPAYSNKHESYFSGERSIDGNLFCGFKYQCVEFARRWLFERKSLVLPDVDWAVHIFNLKEVSDARTGKPVRCVAIRNGTAAKPVVDSLLIYPSDDYSPVGHVAAITEVGDKWVRIADQNHRFHKWDANYAAELPLIHEKGVWTILDPLEDEVLKPLGWVTFPDTPDRNPNEPLVLHESLHFKRGELPTLRRLTFTPTSREKDWLDLTNEAEAYFADVCGIDVKNPKLEKASYYQMNRELYLDCAKYGNQLHQMFLEATKFVLGSDELLRLFCIPEEYWPRLRHSWETQPHAITGRFDFAFDEDTQQFKCFEYNADSASTLLECGVIQQKWARSVGLDDGTTYSSGSLVSSRLQLAWEMAEVTGRVHFLIDNDDEEHYTALYVMQHASAAGLETKLCVLFDEFHFDENGVVVDSDGVAVTTVWKTWMWETAIADHQKARVQRGNDWRPTPKDEVRLCDILLGPNWDLRVFEPMWKIIPSN.... The pIC50 is 6.6. (9) The target protein (P19643) has sequence MSNKCDVIVVGGGISGMAAAKLLHDCGLSVVVLEARDRVGGRTYTIRNKNVKYVDLGGSYVGPTQNRILRLAKELGLETYKVNEVERLIHFVKGKSYAFRGPFPPVWNPITYLDYNNLWRTMDEMGQEIPSDAPWKAPLAEEWDYMTMKELLDKICWTNSTKQIATLFVNLCVTAETHEVSALWFLWYVKQCGGTTRIISTTNGGQERKFIGGSGQVSERIKDILGDRVKLERPVIHIDQTGENVVVKTLNHEIYEAKYVISAIPPVLGMKIHHSPPLPILRNQLITRVPLGSVIKCMVYYKEPFWRKKDFCGTMVIEGEEAPIAYTLDDTKPDGSCAAIMGFILAHKARKLVRLTKEERLRKLCELYAKVLNSQEALQPVHYEEKNWCEEQYSGGCYTAYFPPGILTQYGRVLRQPVGKIFFAGTETASHWSGYMEGAVEAGERAAREILHAIGKIPEDEIWQPEPESVDVPARPITNTFLERHLPSVPGLLKLLGLTT.... The compound is Cn1c(N2N=C(c3ccccc3)CC2c2ccccc2)nc2ccccc2c1=O. The pIC50 is 3.4. (10) The drug is C=C(CC[C@@H](C(=O)O)[C@H]1[C@H](O)C[C@@]2(C)C3=CC[C@H]4C(C)(C)[C@@H](O)CC[C@]4(C)C3=CC[C@]12C)C(C)C. The target protein (P15445) has sequence NLYQFKNMIKCTVPSRSWWDFADYGCYCGRGGSGTPVDDLDRCCQVHDNCYNEAEKISGCWPYFKTYSYECSQGTLTCKGDNNACAASVCDCDRLAAICFAGAPYNDNNYNIDLKARCQ. The pIC50 is 3.1.